This data is from Catalyst prediction with 721,799 reactions and 888 catalyst types from USPTO. The task is: Predict which catalyst facilitates the given reaction. (1) Reactant: Cl.[CH2:2]([O:4][C:5](=[O:9])[CH2:6][CH2:7][NH2:8])[CH3:3].[CH3:10][C:11]1([CH3:17])[CH2:15][CH2:14][CH2:13][C:12]1=O.C([O-])(=O)C.[Na+].C(O[BH-](OC(=O)C)OC(=O)C)(=O)C.[Na+]. Product: [CH2:2]([O:4][C:5](=[O:9])[CH2:6][CH2:7][NH:8][CH:12]1[CH2:13][CH2:14][CH2:15][C:11]1([CH3:17])[CH3:10])[CH3:3]. The catalyst class is: 4. (2) Reactant: [C:1]([O:5][C:6]([NH:8][CH2:9][C@H:10]1[CH2:15][CH2:14][C@H:13]([C:16](O)=[O:17])[CH2:12][CH2:11]1)=[O:7])([CH3:4])([CH3:3])[CH3:2].C(N(CC)CC)C.COC(Cl)=O.Cl. Product: [C:1]([O:5][C:6](=[O:7])[NH:8][CH2:9][C@H:10]1[CH2:11][CH2:12][C@H:13]([CH2:16][OH:17])[CH2:14][CH2:15]1)([CH3:4])([CH3:2])[CH3:3]. The catalyst class is: 96. (3) Reactant: Cl.[NH:2]1[C:6]2[CH:7]=[CH:8][C:9]([C:11]([N:13]3[CH2:16][C:15]4([CH2:21][CH2:20][NH:19][CH2:18][CH2:17]4)[CH2:14]3)=[O:12])=[CH:10][C:5]=2[N:4]=[N:3]1.C(N(CC)C(C)C)(C)C.[Cl:31][C:32]1[CH:33]=[C:34]2[C:38](=[CH:39][CH:40]=1)[CH2:37][N:36]([C:41](Cl)=[O:42])[CH2:35]2. Product: [NH:2]1[C:6]2[CH:7]=[CH:8][C:9]([C:11]([N:13]3[CH2:16][C:15]4([CH2:17][CH2:18][N:19]([C:41]([N:36]5[CH2:35][C:34]6[C:38](=[CH:39][CH:40]=[C:32]([Cl:31])[CH:33]=6)[CH2:37]5)=[O:42])[CH2:20][CH2:21]4)[CH2:14]3)=[O:12])=[CH:10][C:5]=2[N:4]=[N:3]1. The catalyst class is: 4. (4) Product: [N:25]1([C:23]([N:20]2[CH2:19][CH:18]=[C:17]([C:15]3[S:16][C:9]4[C:8]([C:5]5[CH:4]=[CH:3][C:2]([NH:1][S:34]([CH:31]6[CH2:33][CH2:32]6)(=[O:36])=[O:35])=[CH:7][CH:6]=5)=[N:13][CH:12]=[N:11][C:10]=4[CH:14]=3)[CH2:22][CH2:21]2)=[O:24])[CH2:26][CH2:27][O:28][CH2:29][CH2:30]1. The catalyst class is: 17. Reactant: [NH2:1][C:2]1[CH:7]=[CH:6][C:5]([C:8]2[C:9]3[S:16][C:15]([C:17]4[CH2:18][CH2:19][N:20]([C:23]([N:25]5[CH2:30][CH2:29][O:28][CH2:27][CH2:26]5)=[O:24])[CH2:21][CH:22]=4)=[CH:14][C:10]=3[N:11]=[CH:12][N:13]=2)=[CH:4][CH:3]=1.[CH:31]1([S:34](Cl)(=[O:36])=[O:35])[CH2:33][CH2:32]1.